From a dataset of Full USPTO retrosynthesis dataset with 1.9M reactions from patents (1976-2016). Predict the reactants needed to synthesize the given product. (1) Given the product [F:35][C:36]1[CH:41]=[C:40]([F:42])[CH:39]=[CH:38][C:37]=1[S:43]([NH:46][C:25]([NH:24][CH2:23][CH2:22][C:19]1[CH:18]=[CH:17][C:16]([N:13]2[C:14]([CH3:15])=[C:10]([C:6]3[CH:5]=[C:4]([CH:9]=[CH:8][CH:7]=3)[C:2]([NH2:1])=[O:3])[C:11]([CH3:34])=[N:12]2)=[CH:21][CH:20]=1)=[O:33])(=[O:44])=[O:45], predict the reactants needed to synthesize it. The reactants are: [NH2:1][C:2]([C:4]1[CH:5]=[C:6]([C:10]2[C:11]([CH3:34])=[N:12][N:13]([C:16]3[CH:21]=[CH:20][C:19]([CH2:22][CH2:23][NH:24][C:25](=[O:33])OC4C=CC=CC=4)=[CH:18][CH:17]=3)[C:14]=2[CH3:15])[CH:7]=[CH:8][CH:9]=1)=[O:3].[F:35][C:36]1[CH:41]=[C:40]([F:42])[CH:39]=[CH:38][C:37]=1[S:43]([NH2:46])(=[O:45])=[O:44]. (2) Given the product [CH3:1][C:2]1[CH:3]=[C:4]([NH:16][C:17]2[C:27]3[CH:26]=[C:25]([C:28]([OH:30])=[O:29])[CH2:24][CH2:23][NH:22][C:21]=3[N:20]=[CH:19][N:18]=2)[CH:5]=[CH:6][C:7]=1[O:8][C:9]1[CH:10]=[N:11][C:12]([CH3:15])=[CH:13][CH:14]=1, predict the reactants needed to synthesize it. The reactants are: [CH3:1][C:2]1[CH:3]=[C:4]([NH:16][C:17]2[C:27]3[CH:26]=[C:25]([C:28]([O:30]C)=[O:29])[CH2:24][CH2:23][NH:22][C:21]=3[N:20]=[CH:19][N:18]=2)[CH:5]=[CH:6][C:7]=1[O:8][C:9]1[CH:10]=[N:11][C:12]([CH3:15])=[CH:13][CH:14]=1.[OH-].[Na+].Cl. (3) Given the product [N:9]1[C:10]2[C:15](=[C:14]3[CH:18]=[CH:19][CH:20]=[CH:21][C:13]3=[C:12]3[CH:22]=[CH:23][CH:24]=[CH:25][C:11]3=2)[N:16]=[CH:17][C:8]=1[C:4]1[CH:3]=[C:2]([B:35]2[O:36][C:37]([CH3:42])([CH3:43])[C:38]([CH3:40])([CH3:41])[O:39]2)[CH:7]=[CH:6][CH:5]=1, predict the reactants needed to synthesize it. The reactants are: Br[C:2]1[CH:3]=[C:4]([C:8]2[CH:17]=[N:16][C:15]3[C:10](=[C:11]4[CH:25]=[CH:24][CH:23]=[CH:22][C:12]4=[C:13]4[CH:21]=[CH:20][CH:19]=[CH:18][C:14]4=3)[N:9]=2)[CH:5]=[CH:6][CH:7]=1.[B:35]1([B:35]2[O:39][C:38]([CH3:41])([CH3:40])[C:37]([CH3:43])([CH3:42])[O:36]2)[O:39][C:38]([CH3:41])([CH3:40])[C:37]([CH3:43])([CH3:42])[O:36]1.O1CCOCC1.C([O-])(=O)C.[K+]. (4) Given the product [CH2:14]([O:1][C:2]1[CH:3]=[C:4]([CH:7]=[CH:8][C:9]=1[O:10][CH3:11])[CH2:5][OH:6])[CH:13]=[CH2:12], predict the reactants needed to synthesize it. The reactants are: [OH:1][C:2]1[CH:3]=[C:4]([CH:7]=[CH:8][C:9]=1[O:10][CH3:11])[CH2:5][OH:6].[CH2:12](Br)[CH:13]=[CH2:14].C(=O)([O-])[O-].[K+].[K+].